Predict the product of the given reaction. From a dataset of Forward reaction prediction with 1.9M reactions from USPTO patents (1976-2016). (1) Given the reactants FC1[C:7]([OH:8])=C(F)C(F)=C(F)C=1F.C(N=C=NCCCN(C)C)C.C(O)=O.[N:27]1([C:37]([O:39][C:40]([CH3:43])([CH3:42])[CH3:41])=[O:38])[CH2:32][CH2:31][NH:30][CH:29]([C:33]([O:35][CH3:36])=[O:34])[CH2:28]1.C(N(CC)CC)C.Cl, predict the reaction product. The product is: [CH:7]([N:30]1[CH2:31][CH2:32][N:27]([C:37]([O:39][C:40]([CH3:43])([CH3:42])[CH3:41])=[O:38])[CH2:28][CH:29]1[C:33]([O:35][CH3:36])=[O:34])=[O:8]. (2) Given the reactants [NH2:1][C:2]1[N:3]([CH3:24])[C:4](=[O:23])[C:5]2([C:15]3[C:10](=[CH:11][CH:12]=[C:13](Br)[CH:14]=3)[O:9][CH:8]([C:17]3[CH:22]=[CH:21][CH:20]=[CH:19][CH:18]=3)[CH2:7]2)[N:6]=1.[CH3:25][NH:26][C:27]([C:29]1[CH:30]=[C:31](B(O)O)[CH:32]=[CH:33][CH:34]=1)=[O:28], predict the reaction product. The product is: [NH2:1][C:2]1[N:3]([CH3:24])[C:4](=[O:23])[C:5]2([C:15]3[C:10](=[CH:11][CH:12]=[C:13]([C:33]4[CH:34]=[C:29]([CH:30]=[CH:31][CH:32]=4)[C:27]([NH:26][CH3:25])=[O:28])[CH:14]=3)[O:9][CH:8]([C:17]3[CH:22]=[CH:21][CH:20]=[CH:19][CH:18]=3)[CH2:7]2)[N:6]=1.